Predict the reactants needed to synthesize the given product. From a dataset of Full USPTO retrosynthesis dataset with 1.9M reactions from patents (1976-2016). Given the product [CH:17]1[C:15]2=[C:16]3[C:12](=[CH:13][N:14]2[CH:20]=[CH:19][CH:18]=1)[CH2:11][CH2:10][C:9](=[O:21])[CH2:8]3, predict the reactants needed to synthesize it. The reactants are: C(OC([CH:8]1[C:16]2[C:12](=[CH:13][N:14]3[CH:20]=[CH:19][CH:18]=[CH:17][C:15]3=2)[CH2:11][CH2:10][C:9]1=[O:21])=O)(C)(C)C.C(O)=O.